Dataset: Catalyst prediction with 721,799 reactions and 888 catalyst types from USPTO. Task: Predict which catalyst facilitates the given reaction. (1) Reactant: [N+:1]([C:4]1[CH:28]=[CH:27][C:7]([NH:8][CH2:9][CH:10]2[CH2:15][CH2:14][CH:13]([CH2:16][NH:17][C:18]3[CH:23]=[CH:22][C:21]([N+:24]([O-])=O)=[CH:20][CH:19]=3)[CH2:12][CH2:11]2)=[CH:6][CH:5]=1)([O-])=O.[H][H].C(O)C.[ClH:34].C(OC(C)C)(C)C. The catalyst class is: 29. Product: [ClH:34].[ClH:34].[ClH:34].[ClH:34].[NH2:24][C:21]1[CH:22]=[CH:23][C:18]([NH:17][CH2:16][CH:13]2[CH2:12][CH2:11][CH:10]([CH2:9][NH:8][C:7]3[CH:27]=[CH:28][C:4]([NH2:1])=[CH:5][CH:6]=3)[CH2:15][CH2:14]2)=[CH:19][CH:20]=1. (2) Reactant: C(OC(=O)C(OC1C=CC(CCCC2N(C)C(=O)N(CC3C=CC(C)=CC=3)N=2)=CC=1)(C)C)C.[CH2:34]([O:36][C:37]([C:39]([CH3:54])([O:41][C:42]1[CH:47]=[CH:46][C:45]([CH2:48][CH2:49][CH2:50][C:51](O)=[O:52])=[CH:44][CH:43]=1)[CH3:40])=[O:38])[CH3:35].C(OCC)(=O)C.C(Cl)(=O)C([Cl:64])=O. Product: [CH2:34]([O:36][C:37]([C:39]([CH3:54])([O:41][C:42]1[CH:47]=[CH:46][C:45]([CH2:48][CH2:49][CH2:50][C:51]([Cl:64])=[O:52])=[CH:44][CH:43]=1)[CH3:40])=[O:38])[CH3:35]. The catalyst class is: 3.